From a dataset of Experimentally validated miRNA-target interactions with 360,000+ pairs, plus equal number of negative samples. Binary Classification. Given a miRNA mature sequence and a target amino acid sequence, predict their likelihood of interaction. (1) The miRNA is mmu-miR-343 with sequence UCUCCCUUCAUGUGCCCAGA. The protein sequence of the target gene is MKIFVGNVDGADTTPEELAALFAPYGTVMSCAVMKQFAFVHMRENAGAVRAIEALHGHELRPGRALVVEMSRPRPLNTWKIFVGNVSAACTSQELRSLFERRGRVIECDVVKDYAFVHMEKEADAKAAIAQLNGKEVKGKRINVELSTKGQKKGPALAIQSGDKTKKPGAGDTAFPGTGGFSATFDYQQAFGNSTGGFDGQARQPTPPFFGRDRSPLRRSPPRASYVAPLTAQPATYRAQPSVSLGAAYRAQPSASLGVGYRTQPMAAQAASYRAQPSVSLGAPYRGQLASPSSQSAAAS.... Result: 1 (interaction). (2) The miRNA is mmu-miR-880-5p with sequence UACUCAGAUUGAUAUGAGUCA. The protein sequence of the target gene is MPILKQLVSSSVHSKRRSRADLTAEMISAPLGDFRHTMHVGRAGDAFGDTSFLNSKAGEPDGESLDEQPSSSSSKRSLLSRKFRGSKRSQSVTRGEREQRDMLGSLRDSALFVKNAMSLPQLNEKEAAEKGTSKLPKSLSSSPVKKANDGEGGDEEAGTEEAVPRRNGAAGPHSPDPLLDEQAFGDLTDLPVVPKATYGLKHAESIMSFHIDLGPSMLGDVLSIMDKEEWDPEEGEGGYHGDEGAAGTITQAPPYAVAAPPLARQEGKAGPDLPSLPSHALEDEGWAAAAPSPGSARSMG.... Result: 0 (no interaction). (3) The miRNA is mmu-miR-5122 with sequence CCGCGGGACCCGGGGCUGUG. The protein sequence of the target gene is MVRRDRLRRMREWWVQVGLLAVPLLAAYLHIPPPQLSPALHSWKSSGKFFTYKGLRIFYQDSVGVVGSPEIVVLLHGFPTSSYDWYKIWEGLTLRFHRVIALDFLGFGFSDKPRPHHYSIFEQASIVEALLRHLGLQNRRINLLSHDYGDIVAQELLYRYKQNRSGRLTIKSLCLSNGGIFPETHRPLLLQKLLKDGGVLSPILTRLMNFFVFSRGLTPVFGPYTRPSESELWDMWAGIRNNDGNLVIDSLLQYINQRKKFRRRWVGALASVTIPIHFIYGPLDPVNPYPEFLELYRKTL.... Result: 0 (no interaction). (4) The miRNA is hsa-miR-7976 with sequence UGCCCUGAGACUUUUGCUC. Result: 0 (no interaction). The protein sequence of the target gene is MPTAAAPIISSVQKLVLYETRARYFLVGSNNAETKYRVLKIDRTEPKDLVIIDDRHVYTQQEVRELLGRLDLGNRTKMGQKGSSGLFRAVSAFGVVGFVRFLEGYYIVLITKRRKMADIGGHAIYKVEDTNMIYIPNDSVRVTHPDEARYLRIFQNVDLSSNFYFSYSYDLSHSLQYNLTVLRMPLEMLKSEMTQNRQESFDIFEDEGLITQGGSGVFGICSEPYMKYVWNGELLDIIKSTVHRDWLLYIIHGFCGQSKLLIYGRPVYVTLIARRSSKFAGTRFLKRGANCEGDVANEVE....